From a dataset of Reaction yield outcomes from USPTO patents with 853,638 reactions. Predict the reaction yield, written as a fraction of the theoretical maximum amount of product (1.0 means a 100% yield; for example, 0.34 means a 34% yield). The reactants are [Cl:1][C:2]1[C:10]2[C:5](=[N:6][C:7](S(C)(=O)=O)=[N:8][CH:9]=2)[N:4]([CH3:15])[N:3]=1.[CH2:16]([CH2:18][NH2:19])[OH:17].O.C(OCC)(=O)C. The catalyst is CN1CCCC1=O. The product is [Cl:1][C:2]1[C:10]2[C:5](=[N:6][C:7]([NH:19][CH2:18][CH2:16][OH:17])=[N:8][CH:9]=2)[N:4]([CH3:15])[N:3]=1. The yield is 0.870.